Dataset: Catalyst prediction with 721,799 reactions and 888 catalyst types from USPTO. Task: Predict which catalyst facilitates the given reaction. (1) Reactant: C([N:4]1[C:8]2[CH:9]=[C:10]([C:12]([O:14]C)=[O:13])[S:11][C:7]=2[CH:6]=[N:5]1)(=O)C.[OH-].[K+]. Product: [NH:4]1[C:8]2[CH:9]=[C:10]([C:12]([OH:14])=[O:13])[S:11][C:7]=2[CH:6]=[N:5]1. The catalyst class is: 5. (2) Reactant: [CH3:1][O:2][C:3]1[CH:4]=[CH:5][CH:6]=[CH:7][C:8]=1[O:9][CH2:10][CH2:11][NH:12][CH2:13][CH:14]([OH:30])[CH2:15][O:16][C:17]1[CH:18]=[CH:19][CH:20]=[C:21]2[NH:29][C:28]3[CH:27]=[CH:26][CH:25]=[CH:24][C:23]=3[C:22]=12.[P:31](=[O:35])([OH:34])([OH:33])[OH:32]. Product: [CH3:1][O:2][C:3]1[C:8]([O:9][CH2:10][CH2:11][NH:12][CH2:13][CH:14]([OH:30])[CH2:15][O:16][C:17]2[C:22]3[C:23]4[C:28]([NH:29][C:21]=3[CH:20]=[CH:19][CH:18]=2)=[CH:27][CH:26]=[CH:25][CH:24]=4)=[CH:7][CH:6]=[CH:5][CH:4]=1.[CH3:1][O:2][C:3]1[C:8]([O:9][CH2:10][CH2:11][NH:12][CH2:13][CH:14]([OH:30])[CH2:15][O:16][C:17]2[C:22]3[C:23]4[C:28]([NH:29][C:21]=3[CH:20]=[CH:19][CH:18]=2)=[CH:27][CH:26]=[CH:25][CH:24]=4)=[CH:7][CH:6]=[CH:5][CH:4]=1.[OH2:32].[OH:33][P:31]([OH:35])([OH:34])=[O:32].[OH:33][P:31]([OH:35])([OH:34])=[O:32]. The catalyst class is: 84. (3) Reactant: [N:1]([O-])=O.[Na+].[Br:5][C:6]1[C:12]([N+:13]([O-:15])=[O:14])=[CH:11][C:9]([NH2:10])=[C:8]([CH3:16])[CH:7]=1. Product: [Br:5][C:6]1[CH:7]=[C:8]2[C:9](=[CH:11][C:12]=1[N+:13]([O-:15])=[O:14])[NH:10][N:1]=[CH:16]2. The catalyst class is: 211.